From a dataset of Forward reaction prediction with 1.9M reactions from USPTO patents (1976-2016). Predict the product of the given reaction. (1) Given the reactants [C:1]([C:5]1[N:10]=[CH:9][C:8]([C:11]2[N:12]([C:32](Cl)=[O:33])[C:13]([C:25]3[CH:30]=[CH:29][C:28]([Cl:31])=[CH:27][CH:26]=3)([CH3:24])[C:14]([C:17]3[CH:22]=[CH:21][C:20]([Cl:23])=[CH:19][CH:18]=3)([CH3:16])[N:15]=2)=[C:7]([O:35][CH2:36][CH3:37])[CH:6]=1)([CH3:4])([CH3:3])[CH3:2].[NH:38]1[CH2:43][CH2:42][NH:41][CH2:40][C:39]1=[O:44], predict the reaction product. The product is: [C:1]([C:5]1[N:10]=[CH:9][C:8]([C:11]2[N:12]([C:32]([N:41]3[CH2:42][CH2:43][NH:38][C:39](=[O:44])[CH2:40]3)=[O:33])[C@@:13]([C:25]3[CH:26]=[CH:27][C:28]([Cl:31])=[CH:29][CH:30]=3)([CH3:24])[C@@:14]([C:17]3[CH:18]=[CH:19][C:20]([Cl:23])=[CH:21][CH:22]=3)([CH3:16])[N:15]=2)=[C:7]([O:35][CH2:36][CH3:37])[CH:6]=1)([CH3:2])([CH3:3])[CH3:4]. (2) Given the reactants Br[C:2]1[CH:11]=[CH:10][C:5]([C:6]([O:8][CH3:9])=[O:7])=[C:4]([CH3:12])[CH:3]=1.[CH:13]([C:15]1[S:19][C:18](B(O)O)=[CH:17][CH:16]=1)=[O:14], predict the reaction product. The product is: [CH:13]([C:15]1[S:19][C:18]([C:2]2[CH:11]=[CH:10][C:5]([C:6]([O:8][CH3:9])=[O:7])=[C:4]([CH3:12])[CH:3]=2)=[CH:17][CH:16]=1)=[O:14]. (3) Given the reactants N[C:2]1[CH:3]=[CH:4][C:5]([CH3:10])=[C:6]([CH:9]=1)[C:7]#[N:8].N([O-])=O.[Na+].[BrH:15], predict the reaction product. The product is: [Br:15][C:2]1[CH:3]=[CH:4][C:5]([CH3:10])=[C:6]([CH:9]=1)[C:7]#[N:8]. (4) Given the reactants [N:1]1[C:14]2[N:8]3[C:9](=[O:13])[NH:10][CH:11]=[CH:12][C:7]3=[CH:6][C:5]=2[CH:4]=[CH:3][CH:2]=1.[H-].[Na+].[C:17]1([CH3:27])[CH:22]=[CH:21][C:20]([S:23](Cl)(=[O:25])=[O:24])=[CH:19][CH:18]=1, predict the reaction product. The product is: [CH3:27][C:17]1[CH:22]=[CH:21][C:20]([S:23]([N:10]2[CH:11]=[CH:12][C:7]3=[CH:6][C:5]4[CH:4]=[CH:3][CH:2]=[N:1][C:14]=4[N:8]3[C:9]2=[O:13])(=[O:25])=[O:24])=[CH:19][CH:18]=1. (5) Given the reactants C(OC(=O)[C@@H](NC(OC(C)(C)C)=O)CC1C=CC(N)=CC=1)C.CO.C(Cl)Cl.[CH2:28]([O:30][C:31](=[O:59])[C@@H:32]([NH:51]C(OC(C)(C)C)=O)[CH2:33][C:34]1[CH:39]=[CH:38][C:37]([NH:40][C:41]2[C:50]3[C:45](=[CH:46][CH:47]=[N:48][CH:49]=3)[CH:44]=[CH:43][N:42]=2)=[CH:36][CH:35]=1)[CH3:29], predict the reaction product. The product is: [NH2:51][C@@H:32]([CH2:33][C:34]1[CH:39]=[CH:38][C:37]([NH:40][C:41]2[C:50]3[C:45](=[CH:46][CH:47]=[N:48][CH:49]=3)[CH:44]=[CH:43][N:42]=2)=[CH:36][CH:35]=1)[C:31]([O:30][CH2:28][CH3:29])=[O:59]. (6) Given the reactants Cl.Cl.[CH:3]1([C@H:6]([C:8]2[CH:9]=[N:10][C:11]([C:14]([F:17])([F:16])[F:15])=[CH:12][CH:13]=2)[NH2:7])[CH2:5][CH2:4]1.C(N(CC)C(C)C)(C)C.Br[C:28]1[C:29]2[CH2:37][N:36]([C:38]3[CH:43]=[CH:42][C:41]([Cl:44])=[CH:40][N:39]=3)[CH2:35][CH2:34][C:30]=2[N:31]=[CH:32][N:33]=1.O, predict the reaction product. The product is: [Cl:44][C:41]1[CH:42]=[CH:43][C:38]([N:36]2[CH2:35][CH2:34][C:30]3[N:31]=[CH:32][N:33]=[C:28]([NH:7][C@H:6]([CH:3]4[CH2:5][CH2:4]4)[C:8]4[CH:9]=[N:10][C:11]([C:14]([F:17])([F:15])[F:16])=[CH:12][CH:13]=4)[C:29]=3[CH2:37]2)=[N:39][CH:40]=1. (7) Given the reactants [CH3:1][C:2]([CH3:33])([CH3:32])[CH2:3][O:4][C:5]1[N:6]=[C:7]([N:23]2[CH2:27][CH2:26][C@H:25]([NH:28][C:29](=[O:31])[CH3:30])[CH2:24]2)[C:8]2[N:13]=[N:12][N:11](CC3C=CC(OC)=CC=3)[C:9]=2[N:10]=1, predict the reaction product. The product is: [CH3:1][C:2]([CH3:33])([CH3:32])[CH2:3][O:4][C:5]1[N:6]=[C:7]([N:23]2[CH2:27][CH2:26][C@H:25]([NH:28][C:29](=[O:31])[CH3:30])[CH2:24]2)[C:8]2[N:13]=[N:12][NH:11][C:9]=2[N:10]=1.